Task: Binary Classification. Given a drug SMILES string, predict its activity (active/inactive) in a high-throughput screening assay against a specified biological target.. Dataset: HIV replication inhibition screening data with 41,000+ compounds from the AIDS Antiviral Screen The molecule is CCCCCCCC[N+](C)(C)Cc1ccc(C[N+](C)(C)CCCCCCCC)cc1.[Br-]. The result is 0 (inactive).